From a dataset of Full USPTO retrosynthesis dataset with 1.9M reactions from patents (1976-2016). Predict the reactants needed to synthesize the given product. (1) Given the product [OH:11][C:5]1[CH:6]=[C:7]([CH:21]=[CH2:22])[CH:8]=[CH:9][C:4]=1[C:3]([OH:2])=[O:12].[CH3:1][O:2][C:3](=[O:12])[C:4]1[CH:9]=[CH:8][C:7]([CH:21]=[CH2:22])=[CH:6][C:5]=1[OH:11], predict the reactants needed to synthesize it. The reactants are: [CH3:1][O:2][C:3](=[O:12])[C:4]1[CH:9]=[CH:8][C:7](I)=[CH:6][C:5]=1[OH:11].C(=O)([O-])[O-].[Na+].[Na+].CO[CH2:21][CH2:22]OC. (2) Given the product [Br:1][C:2]1[CH:9]=[CH:8][C:5]([CH:6]=[N:15][C:11]([CH3:14])([CH3:13])[CH3:12])=[C:4]([F:10])[CH:3]=1, predict the reactants needed to synthesize it. The reactants are: [Br:1][C:2]1[CH:9]=[CH:8][C:5]([CH:6]=O)=[C:4]([F:10])[CH:3]=1.[C:11]([NH2:15])([CH3:14])([CH3:13])[CH3:12]. (3) Given the product [Br:1][C:2]1[CH:3]=[N:4][C:5]([O:15][CH2:16][CH:17]2[CH2:22][CH2:21][N:20]([C:23]([O:25][C:26]([CH3:29])([CH3:28])[CH3:27])=[O:24])[CH2:19][CH2:18]2)=[N:6][CH:7]=1, predict the reactants needed to synthesize it. The reactants are: [Br:1][C:2]1[CH:3]=[N:4][C:5](Cl)=[N:6][CH:7]=1.CC(C)([O-])C.[K+].[OH:15][CH2:16][CH:17]1[CH2:22][CH2:21][N:20]([C:23]([O:25][C:26]([CH3:29])([CH3:28])[CH3:27])=[O:24])[CH2:19][CH2:18]1. (4) Given the product [C:1]([O:5][C:6]([N:8]1[CH2:13][CH2:12][CH:11]([C:14]2[CH:15]=[CH:16][C:17]([C:29](=[O:31])[NH2:30])=[C:18]([C:20]3[CH:28]=[CH:27][C:23]([C:24](=[O:26])[NH:32][C:33]4[CH:38]=[CH:37][CH:36]=[CH:35][CH:34]=4)=[CH:22][CH:21]=3)[N:19]=2)[CH2:10][CH2:9]1)=[O:7])([CH3:4])([CH3:3])[CH3:2], predict the reactants needed to synthesize it. The reactants are: [C:1]([O:5][C:6]([N:8]1[CH2:13][CH2:12][CH:11]([C:14]2[N:19]=[C:18]([C:20]3[CH:28]=[CH:27][C:23]([C:24]([OH:26])=O)=[CH:22][CH:21]=3)[C:17]([C:29](=[O:31])[NH2:30])=[CH:16][CH:15]=2)[CH2:10][CH2:9]1)=[O:7])([CH3:4])([CH3:3])[CH3:2].[NH2:32][C:33]1[CH:38]=[CH:37][CH:36]=[CH:35][CH:34]=1.CN(C(ON1N=NC2C=CC=NC1=2)=[N+](C)C)C.F[P-](F)(F)(F)(F)F.CCN(C(C)C)C(C)C. (5) Given the product [C:28]([N:27]([CH3:26])[C@H:35]1[CH2:39][CH2:38][N:37]([C:9]2[CH:8]=[CH:7][C:3]([C:4]([NH2:6])=[O:5])=[C:2]([O:25][C:22]3[CH:21]=[CH:20][C:19]([O:12][C:13]4[CH:18]=[CH:17][CH:16]=[CH:15][CH:14]=4)=[CH:24][CH:23]=3)[N:10]=2)[CH2:36]1)(=[O:34])[CH:40]=[CH2:41], predict the reactants needed to synthesize it. The reactants are: Cl[C:2]1[N:10]=[C:9](Cl)[CH:8]=[CH:7][C:3]=1[C:4]([NH2:6])=[O:5].[O:12]([C:19]1[CH:24]=[CH:23][C:22]([OH:25])=[CH:21][CH:20]=1)[C:13]1[CH:18]=[CH:17][CH:16]=[CH:15][CH:14]=1.[CH3:26][N:27]([C@H:35]1[CH2:39][CH2:38][NH:37][CH2:36]1)[C:28](=[O:34])OC(C)(C)C.[C:40](O)(=O)[CH:41]=C.